Dataset: Experimentally validated miRNA-target interactions with 360,000+ pairs, plus equal number of negative samples. Task: Binary Classification. Given a miRNA mature sequence and a target amino acid sequence, predict their likelihood of interaction. (1) The miRNA is hsa-miR-4777-5p with sequence UUCUAGAUGAGAGAUAUAUAUA. The protein sequence of the target gene is MGLGASSEQPAGGEGFHLHGVQENSPAQQAGLEPYFDFIITIGHSRLNKENDTLKALLKANVEKPVKLEVFNMKTMKVREVEVVPSNMWGGQGLLGASVRFCSFRRASEHVWHVLDVEPSSPAALAGLCPYTDYIVGSDQILQESEDFFTLIESHEGKPLKLMVYNSESDSCREVTVTPNAAWGGEGSLGCGIGYGYLHRIPTQPSSQHKKPPGATPPGTPATTSQLTAFPLGAPPPWPIPQDSSGPELGSRQSDFMEALPQVPGSFMEGQLLGPGSPSHGAADCGGCLRAMEIPLQPPP.... Result: 0 (no interaction). (2) The miRNA is hsa-miR-665 with sequence ACCAGGAGGCUGAGGCCCCU. The protein sequence of the target gene is MDLQLKQWRSQQQNESEEQGSAATKISNFFFDQIQSQTATSAAAAPLPLFVPEPTSSSSFSCFSPDSSNSSSSSRFLKMGNFFSWAQWQELELQALIYRYMLAGASVPQELLLPIKKSLLHQSPMHFLHHPLQHSFPHHQPSWYWGRGAMDPEPGRCKRTDGKKWRCSRDVVAGHKYCDRHIHRGRNRSRKPVETATTTITTTATTTASSFVLGEELGHGPNNNHFFSSGSSQPLHLSHQQSCSSEMKQESNNNKRPYEANSGFSNGRSDDGHILRHFFDDWPRSSDSTSSPMSSSTCHL.... Result: 0 (no interaction).